This data is from Reaction yield outcomes from USPTO patents with 853,638 reactions. The task is: Predict the reaction yield, written as a fraction of the theoretical maximum amount of product (1.0 means a 100% yield; for example, 0.34 means a 34% yield). (1) The yield is 0.870. The reactants are [CH3:1][C:2]1([CH3:16])[O:7][C:6]2[CH:8]=[CH:9][C:10]([N+:12]([O-:14])=[O:13])=[CH:11][C:5]=2[NH:4][C:3]1=S.[NH:17]([C:19]([O:21][CH2:22][CH3:23])=[O:20])[NH2:18]. The product is [CH3:1][C:2]1([CH3:16])[O:7][C:6]2[CH:8]=[CH:9][C:10]([N+:12]([O-:14])=[O:13])=[CH:11][C:5]=2[N:4]=[C:3]1[NH:18][NH:17][C:19]([O:21][CH2:22][CH3:23])=[O:20]. The catalyst is C(O)C. (2) The reactants are [CH3:1][O:2][C:3]1[CH:4]=[C:5]([NH:11][C:12](SC)=[C:13]2[C:18](=[O:19])[O:17][C:16]([CH3:21])([CH3:20])[O:15][C:14]2=[O:22])[CH:6]=[CH:7][C:8]=1[O:9][CH3:10].[OH-].[NH4+:26]. The catalyst is C1COCC1.Cl[Hg]Cl. The product is [NH2:26][C:12]([NH:11][C:5]1[CH:6]=[CH:7][C:8]([O:9][CH3:10])=[C:3]([O:2][CH3:1])[CH:4]=1)=[C:13]1[C:18](=[O:19])[O:17][C:16]([CH3:21])([CH3:20])[O:15][C:14]1=[O:22]. The yield is 0.970. (3) The reactants are Cl[C:2]1[C:7]([C:8]#[N:9])=[CH:6][N:5]=[CH:4][CH:3]=1.[SH:10][CH2:11][C:12]([O:14][CH2:15][CH3:16])=[O:13].C[O-].[Na+].C(O)C.CC(O)=O. The catalyst is CN(C=O)C.O. The product is [NH2:9][C:8]1[C:7]2[CH:6]=[N:5][CH:4]=[CH:3][C:2]=2[S:10][C:11]=1[C:12]([O:14][CH2:15][CH3:16])=[O:13]. The yield is 0.748. (4) The reactants are Br[C:2]1[CH:7]=[CH:6][C:5]([C:8]2([O:11][CH3:12])[CH2:10][CH2:9]2)=[CH:4][CH:3]=1.[CH3:13][Si:14]([C:17]#[CH:18])([CH3:16])[CH3:15]. The catalyst is C(N(CC)CC)C.O1CCCC1.[Cu]I.Cl[Pd](Cl)([P](C1C=CC=CC=1)(C1C=CC=CC=1)C1C=CC=CC=1)[P](C1C=CC=CC=1)(C1C=CC=CC=1)C1C=CC=CC=1. The product is [CH3:12][O:11][C:8]1([C:5]2[CH:6]=[CH:7][C:2]([C:18]#[C:17][Si:14]([CH3:16])([CH3:15])[CH3:13])=[CH:3][CH:4]=2)[CH2:10][CH2:9]1. The yield is -0.900. (5) The reactants are [CH:1]([CH:3]1[CH2:5][CH:4]1[C:6]([O:8][CH2:9][CH3:10])=[O:7])=[O:2].[CH2:11]([Mg]Br)[CH3:12]. The catalyst is C1COCC1. The product is [OH:2][CH:1]([CH:3]1[CH2:5][CH:4]1[C:6]([O:8][CH2:9][CH3:10])=[O:7])[CH2:11][CH3:12]. The yield is 0.830. (6) The reactants are [Br:1][C:2]1[N:6]2[CH:7]=[C:8](I)[CH:9]=[C:10]([C:11]([F:14])([F:13])[F:12])[C:5]2=[N:4][C:3]=1[C:16]([N:18]1[CH2:23][CH2:22][CH:21]([N:24]2[CH2:28][CH2:27][O:26][C:25]2=[O:29])[CH2:20][CH2:19]1)=[O:17].[CH:30]1(B(O)O)[CH2:32][CH2:31]1.P([O-])([O-])([O-])=O.[K+].[K+].[K+]. The catalyst is O1CCOCC1.CCOC(C)=O.C1C=CC(P(C2C=CC=CC=2)[C-]2C=CC=C2)=CC=1.C1C=CC(P(C2C=CC=CC=2)[C-]2C=CC=C2)=CC=1.Cl[Pd]Cl.[Fe+2].C(Cl)Cl. The product is [Br:1][C:2]1[N:6]2[CH:7]=[C:8]([CH:30]3[CH2:32][CH2:31]3)[CH:9]=[C:10]([C:11]([F:14])([F:13])[F:12])[C:5]2=[N:4][C:3]=1[C:16]([N:18]1[CH2:23][CH2:22][CH:21]([N:24]2[CH2:28][CH2:27][O:26][C:25]2=[O:29])[CH2:20][CH2:19]1)=[O:17]. The yield is 0.106.